The task is: Predict the product of the given reaction.. This data is from Forward reaction prediction with 1.9M reactions from USPTO patents (1976-2016). (1) Given the reactants [Cl:1][C:2]1[CH:7]=[CH:6][C:5]([NH:8][C:9]2[N:17]=[C:16]([N:18]3[C:22]([CH3:23])=[CH:21][C:20]([CH3:24])=[N:19]3)[N:15]=[C:14]3[C:10]=2[N:11]=[CH:12][N:13]3[CH3:25])=[CH:4][CH:3]=1.[H-].[Na+].Cl[C:29]([O:31][CH2:32][CH2:33][O:34][CH3:35])=[O:30].O, predict the reaction product. The product is: [CH3:35][O:34][CH2:33][CH2:32][O:31][C:29](=[O:30])[N:8]([C:5]1[CH:6]=[CH:7][C:2]([Cl:1])=[CH:3][CH:4]=1)[C:9]1[N:17]=[C:16]([N:18]2[C:22]([CH3:23])=[CH:21][C:20]([CH3:24])=[N:19]2)[N:15]=[C:14]2[C:10]=1[N:11]=[CH:12][N:13]2[CH3:25]. (2) Given the reactants [CH3:1][C:2]1[O:6][C:5]([C:7]#[N:8])=[N:4][CH:3]=1.[CH2:9]([Mg]Br)[CH3:10].B(F)(F)F.[OH-].[Na+], predict the reaction product. The product is: [CH3:1][C:2]1[O:6][C:5]([C:7]2([NH2:8])[CH2:10][CH2:9]2)=[N:4][CH:3]=1. (3) Given the reactants [Li][CH2:2]CCC.[Si:6]([O:13][CH:14]1[CH2:19][CH2:18][CH:17]([C:20]([O:22][CH3:23])=[O:21])[CH2:16][CH2:15]1)([C:9]([CH3:12])([CH3:11])[CH3:10])([CH3:8])[CH3:7].CI, predict the reaction product. The product is: [Si:6]([O:13][CH:14]1[CH2:15][CH2:16][C:17]([CH3:2])([C:20]([O:22][CH3:23])=[O:21])[CH2:18][CH2:19]1)([C:9]([CH3:12])([CH3:11])[CH3:10])([CH3:7])[CH3:8]. (4) Given the reactants [CH3:1][C:2]([C@H:5]([C:37]1[CH:42]=[CH:41][CH:40]=[CH:39][CH:38]=1)[CH2:6][N:7]([CH2:11][C:12]1[CH:17]=[C:16]([O:18][CH3:19])[CH:15]=[CH:14][C:13]=1[CH2:20][CH2:21][C:22](=[O:36])[N:23]1[CH:27]([CH2:28][C:29]2[CH:34]=[CH:33][CH:32]=[CH:31][CH:30]=2)[CH2:26][O:25][C:24]1=[O:35])[C:8](=[O:10])[O-:9])([CH3:4])[CH3:3].Br[CH2:44][C:45]([O:47][CH3:48])=[O:46].O, predict the reaction product. The product is: [OH:18][C:16]1[CH:15]=[CH:14][C:13]2[CH2:20][C@@H:21]([CH2:44][C:45]([O:47][CH3:48])=[O:46])[C:22](=[O:36])[N:23]([CH2:27][CH2:28][C:29]3[CH:30]=[CH:31][CH:32]=[CH:33][CH:34]=3)[CH2:24][C:12]=2[CH:17]=1.[CH3:4][C:2]([C@H:5]([C:37]1[CH:42]=[CH:41][CH:40]=[CH:39][CH:38]=1)[CH2:6][N:7]([CH2:11][C:12]1[CH:17]=[C:16]([O:18][CH3:19])[CH:15]=[CH:14][C:13]=1[CH2:20][CH2:21][C:22](=[O:36])[N:23]1[CH:27]([CH2:28][C:29]2[CH:34]=[CH:33][CH:32]=[CH:31][CH:30]=2)[CH2:26][O:25][C:24]1=[O:35])[C:8](=[O:9])[O-:10])([CH3:1])[CH3:3]. (5) Given the reactants [F:1][C:2]1[CH:3]=[C:4]([CH2:13]O)[CH:5]=[CH:6][C:7]=1[O:8][C:9]([F:12])([F:11])[F:10].[C:15]1(=[O:25])[NH:19][C:18](=[O:20])[C:17]2=[CH:21][CH:22]=[CH:23][CH:24]=[C:16]12.C1(P(C2C=CC=CC=2)C2C=CC=CC=2)C=CC=CC=1.N(C(OC(C)C)=O)=NC(OC(C)C)=O, predict the reaction product. The product is: [F:1][C:2]1[CH:3]=[C:4]([CH:5]=[CH:6][C:7]=1[O:8][C:9]([F:10])([F:11])[F:12])[CH2:13][N:19]1[C:15](=[O:25])[C:16]2[C:17](=[CH:21][CH:22]=[CH:23][CH:24]=2)[C:18]1=[O:20].